This data is from Forward reaction prediction with 1.9M reactions from USPTO patents (1976-2016). The task is: Predict the product of the given reaction. (1) Given the reactants Cl[C:2]1[CH:7]=[CH:6][C:5]([C:8]([C:13]2[CH:18]=[CH:17][C:16]([Cl:19])=[CH:15][CH:14]=2)([CH3:12])[CH2:9][NH:10][CH3:11])=[CH:4][CH:3]=1.CC1(C)C(C)(C)OB([C:28]2[CH:29]=[N:30][NH:31][CH:32]=2)O1, predict the reaction product. The product is: [Cl:19][C:16]1[CH:17]=[CH:18][C:13]([C:8]([C:5]2[CH:6]=[CH:7][C:2]([C:28]3[CH:29]=[N:30][NH:31][CH:32]=3)=[CH:3][CH:4]=2)([CH3:12])[CH2:9][NH:10][CH3:11])=[CH:14][CH:15]=1. (2) Given the reactants [CH3:1][S:2]([CH2:5][CH2:6][NH:7][CH2:8][C:9]1[O:13][C:12]([C:14]2[CH:15]=[CH:16][C:17]3[N:23]=[CH:22][N:21]=[C:20]([NH:24][C:25]4[CH:26]=[CH:27][C:28]([O:32][CH2:33][C:34]5[CH:35]=[CH:36][CH:37]=[C:38]([F:40])[CH:39]=5)=[C:29]([Cl:31])[CH:30]=4)[C:18]=3[CH:19]=2)=[CH:11][CH:10]=1)(=[O:4])=[O:3].[C:41]1([CH3:51])[CH:46]=[CH:45][C:44]([S:47]([OH:50])(=[O:49])=[O:48])=[CH:43][CH:42]=1, predict the reaction product. The product is: [CH3:51][C:41]1[CH:46]=[CH:45][C:44]([S:47]([OH:50])(=[O:49])=[O:48])=[CH:43][CH:42]=1.[CH3:51][C:41]1[CH:46]=[CH:45][C:44]([S:47]([OH:50])(=[O:49])=[O:48])=[CH:43][CH:42]=1.[CH3:1][S:2]([CH2:5][CH2:6][NH:7][CH2:8][C:9]1[O:13][C:12]([C:14]2[CH:15]=[CH:16][C:17]3[N:23]=[CH:22][N:21]=[C:20]([NH:24][C:25]4[CH:26]=[CH:27][C:28]([O:32][CH2:33][C:34]5[CH:35]=[CH:36][CH:37]=[C:38]([F:40])[CH:39]=5)=[C:29]([Cl:31])[CH:30]=4)[C:18]=3[CH:19]=2)=[CH:11][CH:10]=1)(=[O:4])=[O:3].[OH2:3]. (3) Given the reactants [CH2:1]([CH:3]1[N:12]2[C:7](=[CH:8][C:9](=[O:18])[C:10]([C:13]([O:15]CC)=[O:14])=[CH:11]2)[C:6]2[CH:19]=[C:20]([O:32][CH3:33])[C:21]([O:23][CH2:24][CH2:25][N:26]3[CH2:31][CH2:30][O:29][CH2:28][CH2:27]3)=[CH:22][C:5]=2[CH2:4]1)[CH3:2].[OH-].[Na+].Cl, predict the reaction product. The product is: [CH2:1]([CH:3]1[N:12]2[C:7](=[CH:8][C:9](=[O:18])[C:10]([C:13]([OH:15])=[O:14])=[CH:11]2)[C:6]2[CH:19]=[C:20]([O:32][CH3:33])[C:21]([O:23][CH2:24][CH2:25][N:26]3[CH2:31][CH2:30][O:29][CH2:28][CH2:27]3)=[CH:22][C:5]=2[CH2:4]1)[CH3:2]. (4) Given the reactants [Cl:1][C:2]1[CH:3]=[C:4]([N:8]2[C:13](=[O:14])[C:12]([O:15][CH2:16][CH2:17][C:18]([OH:21])([CH3:20])[CH3:19])=[C:11]([C:22]3[CH:27]=[CH:26][C:25]([S:28](C)(=[O:30])=[O:29])=[CH:24][CH:23]=3)[CH:10]=[N:9]2)[CH:5]=[CH:6][CH:7]=1.[NH3:32], predict the reaction product. The product is: [Cl:1][C:2]1[CH:3]=[C:4]([N:8]2[C:13](=[O:14])[C:12]([O:15][CH2:16][CH2:17][C:18]([OH:21])([CH3:20])[CH3:19])=[C:11]([C:22]3[CH:27]=[CH:26][C:25]([S:28]([NH2:32])(=[O:30])=[O:29])=[CH:24][CH:23]=3)[CH:10]=[N:9]2)[CH:5]=[CH:6][CH:7]=1. (5) Given the reactants O[CH2:2][C:3]1[C:11]([O:12][CH3:13])=[CH:10][C:9]([CH3:14])=[C:8]2[C:4]=1[CH:5]=[CH:6][N:7]2[C:15]([O:17][C:18]([CH3:21])([CH3:20])[CH3:19])=[O:16].N1C(Cl)=NC(Cl)=NC=1Cl.Cl.[NH:32]1[CH2:37][CH2:36][CH2:35][CH2:34][CH:33]1[C:38]1[C:47]2[C:42](=[CH:43][CH:44]=[CH:45][CH:46]=2)[C:41]([C:48]([O:50][CH3:51])=[O:49])=[CH:40][CH:39]=1.CCN(C(C)C)C(C)C.[I-].[K+], predict the reaction product. The product is: [CH3:13][O:12][C:11]1[C:3]([CH2:2][N:32]2[CH2:37][CH2:36][CH2:35][CH2:34][CH:33]2[C:38]2[C:47]3[C:42](=[CH:43][CH:44]=[CH:45][CH:46]=3)[C:41]([C:48]([O:50][CH3:51])=[O:49])=[CH:40][CH:39]=2)=[C:4]2[C:8](=[C:9]([CH3:14])[CH:10]=1)[N:7]([C:15]([O:17][C:18]([CH3:20])([CH3:19])[CH3:21])=[O:16])[CH:6]=[CH:5]2. (6) Given the reactants [CH:1]1([N:7]=[C:8]=[N:9][CH:10]2[CH2:15][CH2:14][CH2:13][CH2:12][CH2:11]2)[CH2:6][CH2:5][CH2:4][CH2:3][CH2:2]1.C(O)(=O)CCC(C)=[O:20], predict the reaction product. The product is: [C:8]([NH:7][CH:1]1[CH2:2][CH2:3][CH2:4][CH2:5][CH2:6]1)([NH:9][CH:10]1[CH2:15][CH2:14][CH2:13][CH2:12][CH2:11]1)=[O:20]. (7) Given the reactants [CH2:1]([N:3]1[CH:7]=[C:6]([CH:8]=O)[CH:5]=[N:4]1)[CH3:2].C(O)(=O)[CH2:11][C:12]([OH:14])=[O:13].N1CCCCC1.Cl, predict the reaction product. The product is: [CH2:1]([N:3]1[CH:7]=[C:6](/[CH:8]=[CH:11]/[C:12]([OH:14])=[O:13])[CH:5]=[N:4]1)[CH3:2].